From a dataset of Catalyst prediction with 721,799 reactions and 888 catalyst types from USPTO. Predict which catalyst facilitates the given reaction. (1) Reactant: [OH:1][CH2:2][CH:3]([CH2:5][OH:6])[OH:4].O.[C:8]1(C)[CH:13]=CC(S(O)(=O)=O)=C[CH:9]=1. Product: [CH3:9][C:8]1([CH3:13])[O:4][CH:3]([CH2:5][OH:6])[CH2:2][O:1]1. The catalyst class is: 21. (2) Reactant: N[C:2]1[CH:7]=[CH:6][C:5]([CH3:8])=[C:4]([CH2:9][C:10]2[CH:15]=[CH:14][C:13]([O:16][CH3:17])=[CH:12][CH:11]=2)[CH:3]=1.N([O-])=O.[Na+].[I-:22].[K+]. Product: [I:22][C:2]1[CH:7]=[CH:6][C:5]([CH3:8])=[C:4]([CH2:9][C:10]2[CH:15]=[CH:14][C:13]([O:16][CH3:17])=[CH:12][CH:11]=2)[CH:3]=1. The catalyst class is: 223. (3) Reactant: [C:1]1([C:19]2[CH:24]=[CH:23][CH:22]=[CH:21][CH:20]=2)[CH:6]=[CH:5][C:4]([C:7]2[C:14]3[CH:13]=[C:12]([C:15]([O:17][CH3:18])=[O:16])[NH:11][C:10]=3[CH2:9][CH:8]=2)=[CH:3][CH:2]=1. Product: [C:1]1([C:19]2[CH:20]=[CH:21][CH:22]=[CH:23][CH:24]=2)[CH:2]=[CH:3][C:4]([CH:7]2[C:14]3[CH:13]=[C:12]([C:15]([O:17][CH3:18])=[O:16])[NH:11][C:10]=3[CH2:9][CH2:8]2)=[CH:5][CH:6]=1. The catalyst class is: 45. (4) Reactant: CS[C:3](SC)=[C:4]1[C:13](=[O:14])[C:12]([CH3:16])([CH3:15])[C:11]2[C:6](=[CH:7][CH:8]=[CH:9][CH:10]=2)[C:5]1=[O:17].[NH2:20][C:21]1[CH:26]=[CH:25][CH:24]=[CH:23][C:22]=1[S:27]([NH2:30])(=[O:29])=[O:28]. Product: [O:28]=[S:27]1(=[O:29])[C:22]2[CH:23]=[CH:24][CH:25]=[CH:26][C:21]=2[NH:20][C:3]([C:4]2[C:13](=[O:14])[C:12]([CH3:15])([CH3:16])[C:11]3[C:6]([C:5]=2[OH:17])=[CH:7][CH:8]=[CH:9][CH:10]=3)=[N:30]1. The catalyst class is: 11.